Dataset: Reaction yield outcomes from USPTO patents with 853,638 reactions. Task: Predict the reaction yield, written as a fraction of the theoretical maximum amount of product (1.0 means a 100% yield; for example, 0.34 means a 34% yield). (1) The reactants are [CH2:1]1[C:6](=[O:7])[C@@H:5]([OH:8])[C@H:4]([OH:9])[C@@H:3]([OH:10])[C@@H:2]1O. The catalyst is O.C(O)(=O)C. The product is [OH:10][C@@H:3]1[C@@H:4]([OH:9])[C@H:5]([OH:8])[C:6](=[O:7])[CH:1]=[CH:2]1. The yield is 0.480. (2) The reactants are [H-].[Na+].[CH3:3][N:4]1[C:8]2[CH:9]=[C:10]([C:13]3[CH:14]=[C:15](O)[CH:16]=[CH:17][CH:18]=3)[CH:11]=[CH:12][C:7]=2[N:6]=[CH:5]1.Cl[CH2:21][C@@H:22]1[CH2:24][O:23]1.C[N:26](C=O)C. The catalyst is O. The product is [CH3:3][N:4]1[C:8]2[CH:9]=[C:10]([C:13]3[CH:14]=[C:15]([CH:16]=[CH:17][CH:18]=3)[NH:26][CH2:21][C@H:22]3[CH2:24][O:23]3)[CH:11]=[CH:12][C:7]=2[N:6]=[CH:5]1. The yield is 0.770.